Dataset: Catalyst prediction with 721,799 reactions and 888 catalyst types from USPTO. Task: Predict which catalyst facilitates the given reaction. (1) Reactant: [C:1]([C:3](=[CH:9][NH:10][C:11]1[CH:12]=[N:13][CH:14]=[CH:15][CH:16]=1)[C:4]([O:6]CC)=O)#[N:2].CO.C(Cl)Cl. Product: [OH:6][C:4]1[C:12]2[C:11](=[CH:16][CH:15]=[CH:14][N:13]=2)[N:10]=[CH:9][C:3]=1[C:1]#[N:2]. The catalyst class is: 736. (2) Reactant: [Br-:1].[Br-].[Br-].C1([N+](C)(C)C)C=CC=CC=1.C1([N+](C)(C)C)C=CC=CC=1.C1([N+](C)(C)C)C=CC=CC=1.[CH2:34]([O:41][C:42]1[CH:47]=[C:46]([O:48][CH2:49][C:50]2[CH:55]=[CH:54][CH:53]=[CH:52][CH:51]=2)[CH:45]=[CH:44][C:43]=1[C:56](=[O:58])[CH3:57])[C:35]1[CH:40]=[CH:39][CH:38]=[CH:37][CH:36]=1. Product: [CH2:34]([O:41][C:42]1[CH:47]=[C:46]([O:48][CH2:49][C:50]2[CH:51]=[CH:52][CH:53]=[CH:54][CH:55]=2)[CH:45]=[CH:44][C:43]=1[C:56](=[O:58])[CH2:57][Br:1])[C:35]1[CH:36]=[CH:37][CH:38]=[CH:39][CH:40]=1. The catalyst class is: 7. (3) Reactant: [Br:1][C:2]1[CH:7]=[CH:6][C:5]([C:8]2[C:9]3[CH:16]=[CH:15][C:14]([O:17]C)=[CH:13][C:10]=3[S:11][CH:12]=2)=[CH:4][CH:3]=1.Br. Product: [Br:1][C:2]1[CH:7]=[CH:6][C:5]([C:8]2[C:9]3[CH:16]=[CH:15][C:14]([OH:17])=[CH:13][C:10]=3[S:11][CH:12]=2)=[CH:4][CH:3]=1. The catalyst class is: 15. (4) Reactant: Br[C:2]1[CH:14]=[CH:13][C:12]2[C:11]3[C:6](=[CH:7][C:8]([C:15]4[CH:20]=[CH:19][C:18]([O:21][CH3:22])=[CH:17][C:16]=4[C:23]4[CH:28]=[CH:27][CH:26]=[CH:25][CH:24]=4)=[CH:9][CH:10]=3)[C:5]([CH3:30])([CH3:29])[C:4]=2[CH:3]=1.[C:31]1([C:40]2[CH:45]=[CH:44][CH:43]=[CH:42][CH:41]=2)[CH:36]=[CH:35][CH:34]=[CH:33][C:32]=1B(O)O.C([O-])([O-])=O.[Na+].[Na+].CCO. Product: [C:31]1([C:40]2[CH:41]=[CH:42][CH:43]=[CH:44][CH:45]=2)[CH:36]=[CH:35][CH:34]=[CH:33][C:32]=1[C:2]1[CH:14]=[CH:13][C:12]2[C:11]3[C:6](=[CH:7][C:8]([C:15]4[CH:20]=[CH:19][C:18]([O:21][CH3:22])=[CH:17][C:16]=4[C:23]4[CH:24]=[CH:25][CH:26]=[CH:27][CH:28]=4)=[CH:9][CH:10]=3)[C:5]([CH3:30])([CH3:29])[C:4]=2[CH:3]=1. The catalyst class is: 206.